This data is from Full USPTO retrosynthesis dataset with 1.9M reactions from patents (1976-2016). The task is: Predict the reactants needed to synthesize the given product. Given the product [CH3:9][C:4]1[CH:5]=[CH:6][C:7]2[O:8][CH2:17][C:18](=[O:19])[NH:1][C:2]=2[N:3]=1, predict the reactants needed to synthesize it. The reactants are: [NH2:1][C:2]1[C:7]([OH:8])=[CH:6][CH:5]=[C:4]([CH3:9])[N:3]=1.C(=O)(O)[O-].[Na+].O.Cl[CH2:17][C:18](Cl)=[O:19].